This data is from Catalyst prediction with 721,799 reactions and 888 catalyst types from USPTO. The task is: Predict which catalyst facilitates the given reaction. Reactant: [I:1][C:2]1[CH:10]=[CH:9][C:5]([C:6](O)=[O:7])=[CH:4][C:3]=1[CH3:11]. Product: [I:1][C:2]1[CH:10]=[CH:9][C:5]([CH2:6][OH:7])=[CH:4][C:3]=1[CH3:11]. The catalyst class is: 1.